Dataset: Forward reaction prediction with 1.9M reactions from USPTO patents (1976-2016). Task: Predict the product of the given reaction. (1) Given the reactants [Cl:1][C:2]1[CH:11]=[N:10][C:9]2[N:8]=[C:7](O)[N:6]3[N:13]=[C:14]([CH2:16][O:17][CH3:18])[N:15]=[C:5]3[C:4]=2[CH:3]=1.O=P(Cl)(Cl)[Cl:21].CCN(C(C)C)C(C)C, predict the reaction product. The product is: [Cl:21][C:7]1[N:6]2[N:13]=[C:14]([CH2:16][O:17][CH3:18])[N:15]=[C:5]2[C:4]2[CH:3]=[C:2]([Cl:1])[CH:11]=[N:10][C:9]=2[N:8]=1. (2) The product is: [Cl:19][C:3]1[C:4]2[N:5]([CH:14]=[N:15][N:16]=2)[C:6]([C:9]2[S:10][CH:11]=[CH:12][CH:13]=2)=[CH:7][N:8]=1. Given the reactants CO[C:3]1[C:4]2[N:5]([CH:14]=[N:15][N:16]=2)[C:6]([C:9]2[S:10][CH:11]=[CH:12][CH:13]=2)=[CH:7][N:8]=1.O=P(Cl)(Cl)[Cl:19], predict the reaction product. (3) Given the reactants [CH2:1]([C:3]1[N:4]=[C:5]2[C:10]([C:11]([F:14])([F:13])[F:12])=[CH:9][CH:8]=[CH:7][N:6]2[CH:15]=1)[CH3:2].[Br:16][C:17]1[CH:22]=[CH:21][CH:20]=[C:19](Br)[N:18]=1.C(=O)([O-])[O-].[Cs+].[Cs+], predict the reaction product. The product is: [Br:16][C:17]1[N:18]=[C:19]([C:15]2[N:6]3[CH:7]=[CH:8][CH:9]=[C:10]([C:11]([F:13])([F:14])[F:12])[C:5]3=[N:4][C:3]=2[CH2:1][CH3:2])[CH:20]=[CH:21][CH:22]=1. (4) The product is: [C:1]([O:5][C:6]([N:8]([C:31]([O:33][C:34]([CH3:37])([CH3:36])[CH3:35])=[O:32])[C:9]1[CH:14]=[CH:13][C:12]([Cl:15])=[CH:11][C:10]=1[C:16]1[CH:21]=[CH:20][N:19]([CH:22]([CH2:49][CH3:50])[C:23]([O:25][C:26]([CH3:27])([CH3:28])[CH3:29])=[O:24])[C:18](=[O:30])[CH:17]=1)=[O:7])([CH3:2])([CH3:3])[CH3:4]. Given the reactants [C:1]([O:5][C:6]([N:8]([C:31]([O:33][C:34]([CH3:37])([CH3:36])[CH3:35])=[O:32])[C:9]1[CH:14]=[CH:13][C:12]([Cl:15])=[CH:11][C:10]=1[C:16]1[CH:21]=[CH:20][N:19]([CH2:22][C:23]([O:25][C:26]([CH3:29])([CH3:28])[CH3:27])=[O:24])[C:18](=[O:30])[CH:17]=1)=[O:7])([CH3:4])([CH3:3])[CH3:2].C[Si](C)(C)[N-][Si](C)(C)C.[Li+].I[CH2:49][CH3:50].[Cl-].[NH4+], predict the reaction product. (5) Given the reactants [N:1]1[C:2]([CH2:10][N:11]([CH3:22])[C@@H:12]2[C:21]3[N:20]=[CH:19][CH:18]=[CH:17][C:16]=3[CH2:15][CH2:14][CH2:13]2)=[CH:3][N:4]2[CH:9]=[CH:8][CH:7]=[CH:6][C:5]=12.CNCC#N.[CH3:28][N:29]([CH2:40]C1N=C2C=CC=C[N:38]2[C:39]=1[CH2:30][N:29]1[CH2:40]COC[CH2:28]1)[C@@H:30]1[C:39]2[N:38]=CC=CC=2CCC1, predict the reaction product. The product is: [CH3:28][N:29]([CH2:30][C:39]#[N:38])[CH2:40][C:3]1[N:4]2[CH:9]=[CH:8][CH:7]=[CH:6][C:5]2=[N:1][C:2]=1[CH2:10][N:11]([CH3:22])[C@@H:12]1[C:21]2[N:20]=[CH:19][CH:18]=[CH:17][C:16]=2[CH2:15][CH2:14][CH2:13]1.